From a dataset of Reaction yield outcomes from USPTO patents with 853,638 reactions. Predict the reaction yield, written as a fraction of the theoretical maximum amount of product (1.0 means a 100% yield; for example, 0.34 means a 34% yield). (1) The reactants are [NH2:1][C:2]1[CH:7]=[C:6]([O:8][CH3:9])[C:5]([O:10][CH3:11])=[CH:4][C:3]=1[C:12](=[O:14])[CH3:13].Cl.[N:16]([O-])=O.[Na+].[NH:20]1[CH2:24][CH2:23][CH2:22][CH2:21]1. The catalyst is O.[OH-].[K+]. The product is [CH3:9][O:8][C:6]1[C:5]([O:10][CH3:11])=[CH:4][C:3]([C:12](=[O:14])[CH3:13])=[C:2](/[N:1]=[N:16]/[N:20]2[CH2:24][CH2:23][CH2:22][CH2:21]2)[CH:7]=1. The yield is 0.850. (2) The reactants are [C:1]([OH:10])(=[O:9])[C:2]1[C:3](=[CH:5][CH:6]=[CH:7][CH:8]=1)[OH:4].O1[B:16]([C@@H:17]([NH:22][C:23](=[O:36])[CH2:24][NH:25][C:26](=[O:35])[C:27]2[CH:32]=[C:31]([Cl:33])[CH:30]=[CH:29][C:28]=2[Cl:34])[CH2:18][CH:19]([CH3:21])[CH3:20])O[B:16]([C@@H:17]([NH:22][C:23](=[O:36])[CH2:24][NH:25][C:26](=[O:35])[C:27]2[CH:32]=[C:31]([Cl:33])[CH:30]=[CH:29][C:28]=2[Cl:34])[CH2:18][CH:19]([CH3:21])[CH3:20])O[B:16]1[C@@H:17]([NH:22][C:23](=[O:36])[CH2:24][NH:25][C:26](=[O:35])[C:27]1[CH:32]=[C:31]([Cl:33])[CH:30]=[CH:29][C:28]=1[Cl:34])[CH2:18][CH:19]([CH3:21])[CH3:20]. The catalyst is CCOC(C)=O. The product is [Cl:34][C:28]1[CH:29]=[CH:30][C:31]([Cl:33])=[CH:32][C:27]=1[C:26]([NH:25][CH2:24][C:23]([NH:22][C@H:17]([B:16]1[O:9][C:1](=[O:10])[C:2]2[CH:8]=[CH:7][CH:6]=[CH:5][C:3]=2[O:4]1)[CH2:18][CH:19]([CH3:21])[CH3:20])=[O:36])=[O:35]. The yield is 0.780.